Task: Predict the reaction yield, written as a fraction of the theoretical maximum amount of product (1.0 means a 100% yield; for example, 0.34 means a 34% yield).. Dataset: Reaction yield outcomes from USPTO patents with 853,638 reactions (1) The reactants are Cl[C:2]1[CH:3]=[C:4]([NH:10][C:11]2[CH:16]=[N:15][C:14]([O:17][CH2:18][CH2:19][N:20]([CH3:22])[CH3:21])=[CH:13][N:12]=2)[C:5](=[O:9])[N:6]([CH3:8])[N:7]=1.[O-]P([O-])([O-])=O.[K+].[K+].[K+].CC(C1C=C(C(C)C)C(C2C=CC=CC=2P(C2CCCCC2)C2CCCCC2)=C(C(C)C)C=1)C.[C:65]([C:69]1[CH:70]=[C:71]2[C:76](=[C:77]([F:79])[CH:78]=1)[C:75](=[O:80])[N:74]([C:81]1[CH:91]=[CH:90][CH:89]=[C:88](B3OC(C)(C)C(C)(C)O3)[C:82]=1[CH2:83][O:84]C(=O)C)[N:73]=[CH:72]2)([CH3:68])([CH3:67])[CH3:66].[OH-].[Na+]. The catalyst is C(O)CCC.O.C(Cl)Cl.C1C=CC(/C=C/C(/C=C/C2C=CC=CC=2)=O)=CC=1.C1C=CC(/C=C/C(/C=C/C2C=CC=CC=2)=O)=CC=1.[Pd]. The product is [C:65]([C:69]1[CH:70]=[C:71]2[C:76](=[C:77]([F:79])[CH:78]=1)[C:75](=[O:80])[N:74]([C:81]1[CH:91]=[CH:90][CH:89]=[C:88]([C:2]3[CH:3]=[C:4]([NH:10][C:11]4[CH:16]=[N:15][C:14]([O:17][CH2:18][CH2:19][N:20]([CH3:22])[CH3:21])=[CH:13][N:12]=4)[C:5](=[O:9])[N:6]([CH3:8])[N:7]=3)[C:82]=1[CH2:83][OH:84])[N:73]=[CH:72]2)([CH3:68])([CH3:66])[CH3:67]. The yield is 0.460. (2) The catalyst is CN(C=O)C. The reactants are F[C:2]1[CH:9]=[CH:8][C:5]([C:6]#[N:7])=[C:4]([CH3:10])[CH:3]=1.[CH2:11]([N:18]1[CH2:22][CH2:21][CH:20]([OH:23])[CH2:19]1)[C:12]1[CH:17]=[CH:16][CH:15]=[CH:14][CH:13]=1.[H-].[Na+]. The product is [CH2:11]([N:18]1[CH2:22][CH2:21][CH:20]([O:23][C:2]2[CH:9]=[CH:8][C:5]([C:6]#[N:7])=[C:4]([CH3:10])[CH:3]=2)[CH2:19]1)[C:12]1[CH:13]=[CH:14][CH:15]=[CH:16][CH:17]=1. The yield is 0.900. (3) The reactants are [CH3:1][C:2]1[CH:10]=[CH:9][CH:8]=[C:7]([CH3:11])[C:3]=1[C:4](Cl)=[O:5].[NH2:12][CH:13]([C:22]1[CH:27]=[CH:26][CH:25]=[CH:24][CH:23]=1)[C:14]1([N:19]([CH3:21])[CH3:20])[CH2:18][CH2:17][CH2:16][CH2:15]1.ClC1C(C(F)(F)F)=CC=CC=1C(NC(C1(N(C)C)CCCC1)C1C=CC=CC=1)=O.C(N(CC)CC)C. The catalyst is C(Cl)Cl. The product is [CH3:20][N:19]([CH3:21])[C:14]1([CH:13]([C:22]2[CH:27]=[CH:26][CH:25]=[CH:24][CH:23]=2)[NH:12][C:4](=[O:5])[C:3]2[C:2]([CH3:1])=[CH:10][CH:9]=[CH:8][C:7]=2[CH3:11])[CH2:18][CH2:17][CH2:16][CH2:15]1. The yield is 0.970. (4) The reactants are [F:1][C:2]1[CH:7]=[CH:6][CH:5]=[CH:4][C:3]=1[C:8]1[N:12]([S:13]([C:16]2[CH:17]=[N:18][CH:19]=[CH:20][CH:21]=2)(=[O:15])=[O:14])[CH:11]=[C:10]([CH:22]=[O:23])[CH:9]=1.[Cl:24]N1C(=O)CCC1=O.C(=O)([O-])O.[Na+]. The yield is 0.680. The catalyst is CN(C)C=O. The product is [Cl:24][C:11]1[N:12]([S:13]([C:16]2[CH:17]=[N:18][CH:19]=[CH:20][CH:21]=2)(=[O:15])=[O:14])[C:8]([C:3]2[CH:4]=[CH:5][CH:6]=[CH:7][C:2]=2[F:1])=[CH:9][C:10]=1[CH:22]=[O:23].